This data is from Catalyst prediction with 721,799 reactions and 888 catalyst types from USPTO. The task is: Predict which catalyst facilitates the given reaction. (1) Reactant: [CH3:1][CH:2]([OH:4])[CH3:3].[CH:5]1([S:8](Cl)(=[O:10])=[O:9])[CH2:7][CH2:6]1.[Cl-]. Product: [CH:5]1([S:8]([O:4][CH:2]([CH3:3])[CH3:1])(=[O:10])=[O:9])[CH2:7][CH2:6]1. The catalyst class is: 17. (2) Reactant: [Br:1][C:2]1[CH:3]=[CH:4][C:5]([OH:30])=[C:6]([CH:29]=1)[C:7]([NH:9][C:10]1[S:11][C:12]([C:26](O)=[O:27])=[C:13]([C:15]2[C:20]([F:21])=[C:19]([F:22])[C:18]([F:23])=[C:17]([F:24])[C:16]=2[F:25])[N:14]=1)=[O:8].CN.O.O[N:35]1[C:39]2C=CC=CC=2N=N1.CCN=C=NCCCN(C)C.Cl. Product: [Br:1][C:2]1[CH:3]=[CH:4][C:5]([OH:30])=[C:6]([CH:29]=1)[C:7]([NH:9][C:10]1[S:11][C:12]([C:26]([NH:35][CH3:39])=[O:27])=[C:13]([C:15]2[C:16]([F:25])=[C:17]([F:24])[C:18]([F:23])=[C:19]([F:22])[C:20]=2[F:21])[N:14]=1)=[O:8]. The catalyst class is: 7. (3) Reactant: [OH-].[Na+].C1(S([N:12]2[C:20]3[C:15](=[CH:16][CH:17]=[CH:18][CH:19]=3)[C:14]([C:21]3[N:22]=[C:23]([N:41]4[CH2:46][CH2:45][O:44][CH2:43][CH2:42]4)[C:24]4[N:29]=[C:28]([CH2:30][N:31]5[CH2:34][CH:33]([N:35]6[CH2:40][CH2:39][O:38][CH2:37][CH2:36]6)[CH2:32]5)[S:27][C:25]=4[N:26]=3)=[CH:13]2)(=O)=O)C=CC=CC=1. Product: [NH:12]1[C:20]2[C:15](=[CH:16][CH:17]=[CH:18][CH:19]=2)[C:14]([C:21]2[N:22]=[C:23]([N:41]3[CH2:42][CH2:43][O:44][CH2:45][CH2:46]3)[C:24]3[N:29]=[C:28]([CH2:30][N:31]4[CH2:32][CH:33]([N:35]5[CH2:36][CH2:37][O:38][CH2:39][CH2:40]5)[CH2:34]4)[S:27][C:25]=3[N:26]=2)=[CH:13]1. The catalyst class is: 12. (4) Reactant: [C:1]([O:5][C:6]([NH:8][C:9]1([C:12]2[CH:20]=[CH:19][C:15]([C:16](O)=[O:17])=[CH:14][N:13]=2)[CH2:11][CH2:10]1)=[O:7])([CH3:4])([CH3:3])[CH3:2].CN(C(O[N:29]1[N:37]=NC2C=CC=NC1=2)=[N+](C)C)C.F[P-](F)(F)(F)(F)F.CCN(CC)CC.O.NN. Product: [C:1]([O:5][C:6](=[O:7])[NH:8][C:9]1([C:12]2[CH:20]=[CH:19][C:15]([C:16]([NH:29][NH2:37])=[O:17])=[CH:14][N:13]=2)[CH2:11][CH2:10]1)([CH3:4])([CH3:3])[CH3:2]. The catalyst class is: 18. (5) Reactant: [CH:1]([C:3]1[S:7][C:6]([C:8]([O:10]C)=[O:9])=[CH:5][C:4]=1[C:12]1[N:16]2[N:17]=[CH:18][CH:19]=[CH:20][C:15]2=[N:14][CH:13]=1)=[CH2:2].C1COCC1.[OH-].[K+]. Product: [CH:1]([C:3]1[S:7][C:6]([C:8]([OH:10])=[O:9])=[CH:5][C:4]=1[C:12]1[N:16]2[N:17]=[CH:18][CH:19]=[CH:20][C:15]2=[N:14][CH:13]=1)=[CH2:2]. The catalyst class is: 5. (6) Reactant: [Br-].[Mg+2].[Br-].C(N(C(C)C)CC)(C)C.[CH3:13][CH:14]1[CH:23]2[C:18]([C:25]3[CH:30]=[CH:29][CH:28]=[CH:27][CH:26]=3)([C:19](=[O:24])[CH2:20][CH2:21][CH2:22]2)[CH2:17][CH2:16][C:15]21[O:34][CH2:33][CH2:32][O:31]2.[C:35](Cl)(=[O:42])[C:36]1[CH:41]=[CH:40][CH:39]=[CH:38][CH:37]=1. Product: [C:35]([CH:20]1[CH2:21][CH2:22][CH:23]2[C:18]([C:25]3[CH:30]=[CH:29][CH:28]=[CH:27][CH:26]=3)([CH2:17][CH2:16][C:15]3([O:31][CH2:32][CH2:33][O:34]3)[CH:14]2[CH3:13])[C:19]1=[O:24])(=[O:42])[C:36]1[CH:41]=[CH:40][CH:39]=[CH:38][CH:37]=1. The catalyst class is: 4. (7) Reactant: C([N:8]([CH2:27][C:28]#[CH:29])[CH:9]1[C:17]2[C:12](=[CH:13][CH:14]=[C:15]([O:18][C:19](=[O:26])[C:20]3[CH:25]=[CH:24][CH:23]=[CH:22][CH:21]=3)[CH:16]=2)[CH2:11][CH2:10]1)(OC(C)(C)C)=O.Cl.O1CCOCC1. Product: [CH2:27]([NH:8][C@H:9]1[C:17]2[C:12](=[CH:13][CH:14]=[C:15]([O:18][C:19](=[O:26])[C:20]3[CH:21]=[CH:22][CH:23]=[CH:24][CH:25]=3)[CH:16]=2)[CH2:11][CH2:10]1)[C:28]#[CH:29]. The catalyst class is: 12. (8) Reactant: C[O-].[Na+].Cl[C:5]1[C:10]([N+:11]([O-:13])=[O:12])=[CH:9][C:8]([CH3:14])=[C:7]([CH3:15])[N:6]=1.[CH2:16]([O:18]CC)C.O. Product: [CH3:14][C:8]1[CH:9]=[C:10]([N+:11]([O-:13])=[O:12])[C:5]([O:18][CH3:16])=[N:6][C:7]=1[CH3:15]. The catalyst class is: 5.